From a dataset of Aqueous solubility values for 9,982 compounds from the AqSolDB database. Regression/Classification. Given a drug SMILES string, predict its absorption, distribution, metabolism, or excretion properties. Task type varies by dataset: regression for continuous measurements (e.g., permeability, clearance, half-life) or binary classification for categorical outcomes (e.g., BBB penetration, CYP inhibition). For this dataset (solubility_aqsoldb), we predict Y. The compound is CC(CCC(=O)O)=NNC(=O)c1ccncc1. The Y is -1.59 log mol/L.